This data is from Forward reaction prediction with 1.9M reactions from USPTO patents (1976-2016). The task is: Predict the product of the given reaction. (1) Given the reactants O=[CH:2][C:3]1[CH:11]=[CH:10][C:8]([OH:9])=[C:5]([O:6][CH3:7])[CH:4]=1.C(O)(=O)[CH2:13][C:14]([OH:16])=[O:15], predict the reaction product. The product is: [C:14]([OH:16])(=[O:15])/[CH:13]=[CH:2]/[C:3]1[CH:11]=[CH:10][C:8]([OH:9])=[C:5]([O:6][CH3:7])[CH:4]=1. (2) The product is: [F:1][C:2]1[CH:3]=[CH:4][C:5]([NH:8][NH:9][C:18]([N:12]2[C@H:13]([CH3:17])[CH2:14][CH2:15][CH2:16][C@@H:11]2[CH3:10])=[O:19])=[N:6][CH:7]=1. Given the reactants [F:1][C:2]1[CH:3]=[CH:4][C:5]([NH:8][NH2:9])=[N:6][CH:7]=1.[CH3:10][C@H:11]1[CH2:16][CH2:15][CH2:14][C@@H:13]([CH3:17])[N:12]1[C:18](Cl)=[O:19].CCN(C(C)C)C(C)C.O, predict the reaction product. (3) Given the reactants [C:1]([C:4]1[N:5]=[C:6]2[C:12]3[CH:13]=[C:14]([C:18]#[C:19][C:20]([OH:23])([CH3:22])[CH3:21])[C:15]([F:17])=[CH:16][C:11]=3[O:10][CH2:9][CH2:8][N:7]2[C:24]=1[C:25](O)=[O:26])(=[O:3])[NH2:2].Cl.[NH2:29][CH2:30][C:31]#[N:32], predict the reaction product. The product is: [C:30]([CH2:31][NH:32][C:25]([C:24]1[N:7]2[CH2:8][CH2:9][O:10][C:11]3[CH:16]=[C:15]([F:17])[C:14]([C:18]#[C:19][C:20]([OH:23])([CH3:22])[CH3:21])=[CH:13][C:12]=3[C:6]2=[N:5][C:4]=1[C:1]([NH2:2])=[O:3])=[O:26])#[N:29]. (4) Given the reactants [OH:1][C:2]1[N:10]=[CH:9][CH:8]=[CH:7][C:3]=1[C:4]([OH:6])=[O:5].O.[OH-].[K+].[I:14][C:15]1[CH:16]=[C:17]([CH:20]=[CH:21][CH:22]=1)[CH2:18]Br, predict the reaction product. The product is: [I:14][C:15]1[CH:16]=[C:17]([CH:20]=[CH:21][CH:22]=1)[CH2:18][N:10]1[CH:9]=[CH:8][CH:7]=[C:3]([C:4]([OH:6])=[O:5])[C:2]1=[O:1]. (5) Given the reactants [F:1][C:2]1[CH:20]=[C:19]([N+:21]([O-])=O)[CH:18]=[CH:17][C:3]=1[O:4][CH:5]1[C:10]2=[C:11]([CH:14]([CH3:16])[CH3:15])[CH:12]=[CH:13][N:9]2[N:8]=[CH:7][NH:6]1.[Cl-].[NH4+], predict the reaction product. The product is: [F:1][C:2]1[CH:20]=[C:19]([NH2:21])[CH:18]=[CH:17][C:3]=1[O:4][CH:5]1[C:10]2=[C:11]([CH:14]([CH3:15])[CH3:16])[CH:12]=[CH:13][N:9]2[N:8]=[CH:7][NH:6]1. (6) Given the reactants Br[CH2:2][C:3]1[C:4]([C:20]2[CH:25]=[CH:24][C:23]([S:26](=[O:33])(=[O:32])[N:27]=[CH:28][N:29]([CH3:31])[CH3:30])=[CH:22][CH:21]=2)=[C:5]([C:15]([O:17][CH2:18][CH3:19])=[O:16])[S:6][C:7]=1[C:8]1[CH:13]=[CH:12][C:11]([Cl:14])=[CH:10][CH:9]=1.[CH3:34][NH:35][CH3:36], predict the reaction product. The product is: [Cl:14][C:11]1[CH:10]=[CH:9][C:8]([C:7]2[S:6][C:5]([C:15]([O:17][CH2:18][CH3:19])=[O:16])=[C:4]([C:20]3[CH:21]=[CH:22][C:23]([S:26](=[O:33])(=[O:32])[N:27]=[CH:28][N:29]([CH3:31])[CH3:30])=[CH:24][CH:25]=3)[C:3]=2[CH2:2][N:35]([CH3:36])[CH3:34])=[CH:13][CH:12]=1.